Task: Predict the product of the given reaction.. Dataset: Forward reaction prediction with 1.9M reactions from USPTO patents (1976-2016) (1) Given the reactants [N:1]1([C:7]2[S:8]/[C:9](=[CH:13]\[C:14]3[CH:30]=[CH:29][C:28]([F:31])=[CH:27][C:15]=3[O:16][C:17]([NH:19][CH2:20][CH2:21][CH2:22][C:23]([O:25]C)=[O:24])=[O:18])/[C:10](=[O:12])[N:11]=2)[CH2:6][CH2:5][CH2:4][CH2:3][NH:2]1.FC(F)(F)C(O)=O.C(OCC)C, predict the reaction product. The product is: [N:1]1([C:7]2[S:8]/[C:9](=[CH:13]/[C:14]3[CH:30]=[CH:29][C:28]([F:31])=[CH:27][C:15]=3[O:16][C:17]([NH:19][CH2:20][CH2:21][CH2:22][C:23]([OH:25])=[O:24])=[O:18])/[C:10](=[O:12])[N:11]=2)[CH2:6][CH2:5][CH2:4][CH2:3][NH:2]1. (2) Given the reactants [Br:1][C:2]1[CH:7]=[CH:6][C:5]2[C:8]3([CH2:31][O:32][C:4]=2[CH:3]=1)[C:16]1[C:11](=[CH:12][CH:13]=[CH:14][CH:15]=1)[N:10](C(C1C=CC=CC=1)C1C=CC=CC=1)[C:9]3=[O:30].C1(C(C2C=CC=CC=2)N2C3C(=CC=CC=3)C3(C4C=C(C)C(OC)=CC=4OC3)C2=O)C=CC=CC=1, predict the reaction product. The product is: [Br:1][C:2]1[CH:7]=[CH:6][C:5]2[C:8]3([CH2:31][O:32][C:4]=2[CH:3]=1)[C:16]1[C:11](=[CH:12][CH:13]=[CH:14][CH:15]=1)[NH:10][C:9]3=[O:30]. (3) Given the reactants [CH3:1][C:2]([O:5][C:6]([NH:8][C@@H:9]([CH2:16][CH2:17][C:18]1[CH:23]=[CH:22][CH:21]=[CH:20][CH:19]=1)/[CH:10]=[CH:11]/[C:12]([O:14]C)=[O:13])=[O:7])([CH3:4])[CH3:3].[Li+].[OH-].Cl, predict the reaction product. The product is: [CH3:4][C:2]([O:5][C:6]([NH:8][C@@H:9]([CH2:16][CH2:17][C:18]1[CH:19]=[CH:20][CH:21]=[CH:22][CH:23]=1)/[CH:10]=[CH:11]/[C:12]([OH:14])=[O:13])=[O:7])([CH3:1])[CH3:3].